From a dataset of Catalyst prediction with 721,799 reactions and 888 catalyst types from USPTO. Predict which catalyst facilitates the given reaction. Reactant: [C:1]([C:4]1[C:5]([NH:24][C:25]2[CH:30]=[CH:29][C:28]([C:31]([N:33]3[CH2:38][CH2:37][O:36][CH2:35][CH2:34]3)=[O:32])=[CH:27][CH:26]=2)=[CH:6][C:7]([N:10]2[CH2:15][CH2:14][CH2:13][C@@H:12]([NH:16]C(=O)OC(C)(C)C)[CH2:11]2)=[N:8][CH:9]=1)(=[O:3])[NH2:2].C(O)(C(F)(F)F)=O. Product: [NH2:16][C@@H:12]1[CH2:13][CH2:14][CH2:15][N:10]([C:7]2[CH:6]=[C:5]([NH:24][C:25]3[CH:30]=[CH:29][C:28]([C:31]([N:33]4[CH2:38][CH2:37][O:36][CH2:35][CH2:34]4)=[O:32])=[CH:27][CH:26]=3)[C:4]([C:1]([NH2:2])=[O:3])=[CH:9][N:8]=2)[CH2:11]1. The catalyst class is: 2.